This data is from Peptide-MHC class II binding affinity with 134,281 pairs from IEDB. The task is: Regression. Given a peptide amino acid sequence and an MHC pseudo amino acid sequence, predict their binding affinity value. This is MHC class II binding data. The peptide sequence is EKKYFAATQFEPLEA. The MHC is HLA-DPA10201-DPB11401 with pseudo-sequence HLA-DPA10201-DPB11401. The binding affinity (normalized) is 0.667.